This data is from Reaction yield outcomes from USPTO patents with 853,638 reactions. The task is: Predict the reaction yield, written as a fraction of the theoretical maximum amount of product (1.0 means a 100% yield; for example, 0.34 means a 34% yield). (1) The reactants are Cl[C:2]([O:4][C:5]1[CH:10]=[CH:9][C:8]([N+:11]([O-:13])=[O:12])=[CH:7][CH:6]=1)=[O:3].[CH3:14][N:15]1[CH2:20][CH2:19][N:18]([CH2:21][CH2:22][OH:23])[CH2:17][CH2:16]1.CN1CCOCC1. The catalyst is C(Cl)Cl. The product is [C:2](=[O:3])([O:4][C:5]1[CH:6]=[CH:7][C:8]([N+:11]([O-:13])=[O:12])=[CH:9][CH:10]=1)[O:23][CH2:22][CH2:21][N:18]1[CH2:19][CH2:20][N:15]([CH3:14])[CH2:16][CH2:17]1. The yield is 0.710. (2) The reactants are [CH2:1]([N:8]1[C:13](=[O:14])[C:12]([C:15](O)=[O:16])=[C:11]([CH3:18])[N:10]=[C:9]1[C@@:19]([N:23]([CH2:33][CH2:34][CH2:35][NH:36]C(OC(C)(C)C)=O)[C:24]([C:26]1[CH:31]=[CH:30][C:29]([CH3:32])=[CH:28][CH:27]=1)=[O:25])([CH3:22])[CH2:20][CH3:21])[C:2]1[CH:7]=[CH:6][CH:5]=[CH:4][CH:3]=1.C(Cl)CCl.C1C=CC2N(O)N=NC=2C=1.[CH2:58]([NH2:60])[CH3:59].C(O)(C(F)(F)F)=O. The catalyst is C(Cl)Cl.C1COCC1. The product is [CH2:58]([NH:60][C:15]([C:12]1[C:13](=[O:14])[N:8]([CH2:1][C:2]2[CH:3]=[CH:4][CH:5]=[CH:6][CH:7]=2)[C:9]([C@@:19]([N:23]([CH2:33][CH2:34][CH2:35][NH2:36])[C:24]([C:26]2[CH:31]=[CH:30][C:29]([CH3:32])=[CH:28][CH:27]=2)=[O:25])([CH3:22])[CH2:20][CH3:21])=[N:10][C:11]=1[CH3:18])=[O:16])[CH3:59]. The yield is 0.530. (3) The reactants are [CH2:1]1[CH2:11]CN2C(=NCCC2)C[CH2:2]1.[Cl:12][C:13]1[CH:14]=[C:15]([CH2:19][CH:20]([OH:39])/[CH:21]=[CH:22]/[C@H:23]2[CH2:28][CH2:27][CH2:26][C:25](=[O:29])[N:24]2[CH2:30][C:31]#[C:32][CH2:33][O:34][CH2:35][C:36]([OH:38])=[O:37])[CH:16]=[CH:17][CH:18]=1.IC(C)C. The catalyst is CC(C)=O. The product is [CH:1]([O:37][C:36](=[O:38])[CH2:35][O:34][CH2:33][C:32]#[C:31][CH2:30][N:24]1[C:25](=[O:29])[CH2:26][CH2:27][CH2:28][C@@H:23]1/[CH:22]=[CH:21]/[CH:20]([OH:39])[CH2:19][C:15]1[CH:16]=[CH:17][CH:18]=[C:13]([Cl:12])[CH:14]=1)([CH3:11])[CH3:2]. The yield is 0.600. (4) The reactants are [N:1]1([C:7]2[CH:16]=[C:15]3[C:10]([CH:11]=[CH:12][C:13]([C:17]([OH:19])=O)=[N:14]3)=[CH:9][CH:8]=2)[CH2:6][CH2:5][O:4][CH2:3][CH2:2]1.[NH2:20][C:21]1[CH:22]=[N:23][CH:24]=[CH:25][C:26]=1[N:27]1[CH2:32][C@H:31]([CH3:33])[CH2:30][C@H:29]([NH:34]C(=O)OC(C)(C)C)[CH2:28]1.CN(C(ON1N=NC2C=CC=NC1=2)=[N+](C)C)C.F[P-](F)(F)(F)(F)F.CCN(C(C)C)C(C)C.C(O)(C(F)(F)F)=O. The catalyst is C(Cl)Cl.CN(C=O)C. The product is [NH2:34][C@H:29]1[CH2:30][C@@H:31]([CH3:33])[CH2:32][N:27]([C:26]2[CH:25]=[CH:24][N:23]=[CH:22][C:21]=2[NH:20][C:17]([C:13]2[CH:12]=[CH:11][C:10]3[C:15](=[CH:16][C:7]([N:1]4[CH2:2][CH2:3][O:4][CH2:5][CH2:6]4)=[CH:8][CH:9]=3)[N:14]=2)=[O:19])[CH2:28]1. The yield is 0.270.